This data is from Forward reaction prediction with 1.9M reactions from USPTO patents (1976-2016). The task is: Predict the product of the given reaction. (1) Given the reactants C([O:3][C:4](=O)[CH2:5][C@H:6]1[CH2:11][CH2:10][CH2:9][N:8]([C:12]([O:14][C:15]([CH3:18])([CH3:17])[CH3:16])=[O:13])[CH2:7]1)C.[H-].[Al+3].[Li+].[H-].[H-].[H-].O.O.O.O.O.O.O.O.O.O.S([O-])([O-])(=O)=O.[Na+].[Na+], predict the reaction product. The product is: [OH:3][CH2:4][CH2:5][C@H:6]1[CH2:11][CH2:10][CH2:9][N:8]([C:12]([O:14][C:15]([CH3:18])([CH3:17])[CH3:16])=[O:13])[CH2:7]1. (2) Given the reactants C(P(C1C=CC(C(F)(F)F)=CC=1)C1C=CC(C(F)(F)F)=CC=1)C.[NH2:24][C:25]([C:34]1[CH:35]=[N:36][CH:37]=[C:38]([O:40][CH2:41][C:42]2[CH:47]=[CH:46][CH:45]=[CH:44][CH:43]=2)[CH:39]=1)=[CH:26][C:27]([O:29][C:30]([CH3:33])([CH3:32])[CH3:31])=[O:28].[H][H], predict the reaction product. The product is: [NH2:24][C@H:25]([C:34]1[CH:35]=[N:36][CH:37]=[C:38]([O:40][CH2:41][C:42]2[CH:47]=[CH:46][CH:45]=[CH:44][CH:43]=2)[CH:39]=1)[CH2:26][C:27]([O:29][C:30]([CH3:33])([CH3:32])[CH3:31])=[O:28]. (3) Given the reactants C([S@]([NH:7][CH:8]1[CH2:15][CH2:14][CH2:13][CH2:12][N:11]([C:16]([O:18][C:19]([CH3:22])(C)C)=[O:17])[CH2:10][CH2:9]1)=O)(C)(C)C.Cl.O1[CH2:29][CH2:28]OCC1.C(N([CH2:35][CH3:36])CC)C.C1C(=O)N(O[C:45]([O:47][N:48]2[C:53](=[O:54])[CH2:52][CH2:51][C:49]2=[O:50])=[O:46])C(=O)C1.[CH3:55]O, predict the reaction product. The product is: [O:54]=[C:53]1[CH2:52][CH2:51][C:49](=[O:50])[N:48]1[O:47][C:45]([NH:7][CH:8]1[CH2:15][CH2:14][CH2:13][CH2:12][N:11]([C:16]([O:18][CH2:19][C:22]2[CH:29]=[CH:28][CH:36]=[CH:35][CH:55]=2)=[O:17])[CH2:10][CH2:9]1)=[O:46]. (4) The product is: [ClH:1].[NH:18]1[C:19]2[C:24](=[CH:23][CH:22]=[CH:21][CH:20]=2)[C:16]([CH2:15][N:12]2[CH:5]=[C:4]([CH2:3][CH2:2][C:6]3[N:7]=[C:8]([NH2:11])[NH:9][CH:10]=3)[N:14]=[N:13]2)=[CH:17]1. Given the reactants [ClH:1].[CH2:2]([C:6]1[N:7]=[C:8]([NH2:11])[NH:9][CH:10]=1)[CH2:3][C:4]#[CH:5].[N:12]([CH2:15][C:16]1[C:24]2[C:19](=[CH:20][CH:21]=[CH:22][CH:23]=2)[NH:18][CH:17]=1)=[N+:13]=[N-:14], predict the reaction product.